This data is from Full USPTO retrosynthesis dataset with 1.9M reactions from patents (1976-2016). The task is: Predict the reactants needed to synthesize the given product. (1) Given the product [F:1][CH:2]([CH2:15][O:16][C:17]1[CH:22]=[CH:21][CH:20]=[C:19]([C:23]([F:26])([F:24])[F:25])[CH:18]=1)[CH2:3][CH2:4][CH:5]1[CH:12]2[CH:8]([O:9][C:10](=[O:13])[CH2:11]2)[CH2:7][CH:6]1[O:14][CH:28]1[CH2:29][CH2:30][CH2:31][CH2:32][O:27]1, predict the reactants needed to synthesize it. The reactants are: [F:1][CH:2]([CH2:15][O:16][C:17]1[CH:22]=[CH:21][CH:20]=[C:19]([C:23]([F:26])([F:25])[F:24])[CH:18]=1)[CH2:3][CH2:4][CH:5]1[CH:12]2[CH:8]([O:9][C:10](=[O:13])[CH2:11]2)[CH2:7][CH:6]1[OH:14].[O:27]1[CH:32]=[CH:31][CH2:30][CH2:29][CH2:28]1.O.C1(C)C=CC(S(O)(=O)=O)=CC=1.C(=O)(O)[O-].[Na+]. (2) Given the product [OH:1][CH:2]([C:4]1[NH:5][C:6]([C:10]2[CH:19]=[C:14]([CH:13]=[CH:12][C:11]=2[CH3:21])[C:15]([O:17][CH3:18])=[O:16])=[C:7]([CH3:9])[N:8]=1)[CH3:3], predict the reactants needed to synthesize it. The reactants are: [OH:1][CH:2]([C:4]1[NH:5][C:6]([C:10]2[C:11]([CH3:21])=[CH:12][C:13](C)=[C:14]([CH:19]=2)[C:15]([O:17][CH3:18])=[O:16])=[C:7]([CH3:9])[N:8]=1)[CH3:3].CC1C=CC(C(OC)=O)=CC=1B1OC(C)(C)C(C)(C)O1.CC1C=C(C)C(B2OC(C)(C)C(C)(C)O2)=CC=1C(OC)=O. (3) The reactants are: [CH:1]([C:3]1[CH:17]=[CH:16][C:6]([O:7][C:8]2[CH:15]=[CH:14][C:11]([C:12]#[N:13])=[CH:10][CH:9]=2)=[CH:5][CH:4]=1)=[O:2].C(=O)([O-])[O-:19].[K+].[K+].OO. Given the product [CH:1]([C:3]1[CH:17]=[CH:16][C:6]([O:7][C:8]2[CH:15]=[CH:14][C:11]([C:12]([NH2:13])=[O:19])=[CH:10][CH:9]=2)=[CH:5][CH:4]=1)=[O:2], predict the reactants needed to synthesize it. (4) Given the product [Br:19][C:14]1[CH:13]=[C:12]([N:11]2[C:10](=[O:20])[O:9][N:8]=[C:7]2[C:3]2[C:2]([NH:1][CH2:23][CH2:24][NH:25][S:26]([NH:29][C:30](=[O:36])[O:31][C:32]([CH3:35])([CH3:34])[CH3:33])(=[O:27])=[O:28])=[N:6][O:5][N:4]=2)[CH:17]=[CH:16][C:15]=1[F:18], predict the reactants needed to synthesize it. The reactants are: [NH2:1][C:2]1[C:3]([C:7]2[N:11]([C:12]3[CH:17]=[CH:16][C:15]([F:18])=[C:14]([Br:19])[CH:13]=3)[C:10](=[O:20])[O:9][N:8]=2)=[N:4][O:5][N:6]=1.CO[CH:23](OC)[CH2:24][NH:25][S:26]([NH:29][C:30](=[O:36])[O:31][C:32]([CH3:35])([CH3:34])[CH3:33])(=[O:28])=[O:27].FC(F)(F)C(O)=O.C([SiH](CC)CC)C. (5) The reactants are: [H-].[Na+].COC(=O)[CH2:6][CH2:7][C:8]1[CH:16]=[CH:15][C:14]2[C:10](=[CH:11][N:12]([CH3:17])[N:13]=2)[C:9]=1[C:18]([O:20]C)=O.Cl.[OH-].[Na+]. Given the product [CH3:17][N:12]1[CH:11]=[C:10]2[C:14]([CH:15]=[CH:16][C:8]3[CH2:7][CH2:6][C:18](=[O:20])[C:9]=32)=[N:13]1, predict the reactants needed to synthesize it.